This data is from Reaction yield outcomes from USPTO patents with 853,638 reactions. The task is: Predict the reaction yield, written as a fraction of the theoretical maximum amount of product (1.0 means a 100% yield; for example, 0.34 means a 34% yield). (1) The reactants are [NH2:1][C:2]1[C:7]([CH2:8][OH:9])=[CH:6][N:5]=[C:4]([S:10][CH3:11])[N:3]=1. The catalyst is C(Cl)(Cl)Cl.O=[Mn]=O. The product is [NH2:1][C:2]1[C:7]([CH:8]=[O:9])=[CH:6][N:5]=[C:4]([S:10][CH3:11])[N:3]=1. The yield is 0.940. (2) The reactants are Cl.[OH:2][C:3]([CH3:22])([CH3:21])[CH2:4][N:5]1[CH:9]=[CH:8][C:7]([NH:10][C:11](=[O:20])[C@@H:12]([NH2:19])[CH2:13][C@@H:14]([O:16][CH2:17][CH3:18])[CH3:15])=[N:6]1.C(N(CC)C(C)C)(C)C.OC(C)(C)CN1C=CC(NC(=O)[C@@H](N2[CH2:51][C:50]([O:52][C:53]3[CH:58]=[CH:57][CH:56]=[C:55]([O:59][CH2:60][CH3:61])[C:54]=3[F:62])=[CH:49][C:48]2=[O:63])CC(C)C)=N1. The catalyst is C(#N)C. The product is [OH:2][C:3]([CH3:22])([CH3:21])[CH2:4][N:5]1[CH:9]=[CH:8][C:7]([NH:10][C:11](=[O:20])[C@@H:12]([N:19]2[CH2:51][C:50]([O:52][C:53]3[CH:58]=[CH:57][CH:56]=[C:55]([O:59][CH2:60][CH3:61])[C:54]=3[F:62])=[CH:49][C:48]2=[O:63])[CH2:13][C@@H:14]([O:16][CH2:17][CH3:18])[CH3:15])=[N:6]1. The yield is 0.500. (3) The reactants are [CH2:1]([O:3][C:4]1[CH:5]=[C:6]([C:13]2[O:17][N:16]=[C:15]([C:18]3[CH:26]=[CH:25][CH:24]=[C:23]4[C:19]=3[CH2:20][CH2:21][N:22]4[CH2:27][C:28]3([NH:36]C(=O)OC(C)(C)C)[CH2:33][O:32]C(C)(C)[O:30][CH2:29]3)[N:14]=2)[CH:7]=[CH:8][C:9]=1[O:10][CH2:11][CH3:12])[CH3:2].CC1(C)OCC(NC(=O)OCCCC)(CNC2C=CC(CCCCCCCC)=CC=2)CO1. No catalyst specified. The product is [NH2:36][C:28]([CH2:27][N:22]1[C:23]2[C:19](=[C:18]([C:15]3[N:14]=[C:13]([C:6]4[CH:7]=[CH:8][C:9]([O:10][CH2:11][CH3:12])=[C:4]([O:3][CH2:1][CH3:2])[CH:5]=4)[O:17][N:16]=3)[CH:26]=[CH:25][CH:24]=2)[CH2:20][CH2:21]1)([CH2:29][OH:30])[CH2:33][OH:32]. The yield is 0.710. (4) The reactants are [CH:1]1(B(O)O)[CH2:3][CH2:2]1.C(=O)([O-])[O-].[Na+].[Na+].[CH:13]([C:17]1[C:18]([NH:29][CH2:30][C:31]([F:34])([F:33])[F:32])=[N:19][C:20]([N:24]2[CH:28]=[CH:27][CH:26]=[N:25]2)=[N:21][C:22]=1Br)([CH2:15][CH3:16])[CH3:14]. The catalyst is C1C=CC([P]([Pd]([P](C2C=CC=CC=2)(C2C=CC=CC=2)C2C=CC=CC=2)([P](C2C=CC=CC=2)(C2C=CC=CC=2)C2C=CC=CC=2)[P](C2C=CC=CC=2)(C2C=CC=CC=2)C2C=CC=CC=2)(C2C=CC=CC=2)C2C=CC=CC=2)=CC=1.O.C1(C)C=CC=CC=1. The product is [CH:13]([C:17]1[C:18]([NH:29][CH2:30][C:31]([F:34])([F:33])[F:32])=[N:19][C:20]([N:24]2[CH:28]=[CH:27][CH:26]=[N:25]2)=[N:21][C:22]=1[CH:1]1[CH2:3][CH2:2]1)([CH2:15][CH3:16])[CH3:14]. The yield is 0.490. (5) The reactants are [CH3:1][O:2][C:3]12[CH2:9][C:6]([C:10]([OH:12])=O)([CH2:7][CH2:8]1)[CH2:5][CH2:4]2.C(Cl)(=O)C(Cl)=O.[F:19][C:20]1[CH:21]=[C:22]([Mg]Br)[CH:23]=[C:24]([F:26])[CH:25]=1.Cl. The catalyst is C(Cl)Cl.CN(C=O)C.C1COCC1.[Fe+3].C(CC(=O)C)(=O)C. The product is [F:19][C:20]1[CH:21]=[C:22]([C:10]([C:6]23[CH2:9][C:3]([O:2][CH3:1])([CH2:4][CH2:5]2)[CH2:8][CH2:7]3)=[O:12])[CH:23]=[C:24]([F:26])[CH:25]=1. The yield is 0.740. (6) The catalyst is C(Cl)Cl.C(N(CC)CC)C.C1(C)C=CC=CC=1. The product is [CH3:1][O:2][C:3]1[CH:4]=[C:5]2[C:10](=[CH:11][C:12]=1[O:13][CH3:14])[N:9]=[CH:8][CH:7]=[C:6]2[O:15][C:16]1[C:22]([CH3:23])=[CH:21][C:19]([NH:20][C:29](=[O:35])[O:28][CH2:26][CH2:40][CH2:39][CH:38]=[CH2:37])=[C:18]([CH3:24])[CH:17]=1. The yield is 1.00. The reactants are [CH3:1][O:2][C:3]1[CH:4]=[C:5]2[C:10](=[CH:11][C:12]=1[O:13][CH3:14])[N:9]=[CH:8][CH:7]=[C:6]2[O:15][C:16]1[C:22]([CH3:23])=[CH:21][C:19]([NH2:20])=[C:18]([CH3:24])[CH:17]=1.Cl[C:26](Cl)([O:28][C:29](=[O:35])OC(Cl)(Cl)Cl)Cl.[CH2:37](O)[CH2:38][CH2:39][CH:40]=C.C(=O)(O)[O-].[Na+]. (7) The reactants are [CH3:1]N(C)C=O.[OH:6][C:7]1[CH:12]=[CH:11][C:10]([CH:13]([CH3:17])C(O)=O)=[CH:9][C:8]=1[O:18][CH3:19].C(=O)([O-])[O-].[K+].[K+].Br[CH2:27][CH2:28][CH3:29].[C:30]([O:33][CH2:34][CH3:35])(=[O:32])C. No catalyst specified. The product is [CH3:19][O:18][C:8]1[CH:9]=[C:10]([CH2:13][CH2:17][C:30]([O:33][CH2:34][CH2:35][CH3:1])=[O:32])[CH:11]=[CH:12][C:7]=1[O:6][CH2:27][CH2:28][CH3:29]. The yield is 0.820. (8) The reactants are [F:1][C:2]([F:23])([F:22])[C:3]1[CH:4]=[C:5]([C:13](=O)[C:14]2[CH:19]=[CH:18][CH:17]=[CH:16][C:15]=2[NH2:20])[CH:6]=[C:7]([C:9]([F:12])([F:11])[F:10])[CH:8]=1.[C:24](OC(=O)C)(=[O:26])[CH3:25].CC(C)([O-])C.[K+].O. The catalyst is C1(C)C=CC=CC=1. The product is [F:1][C:2]([F:23])([F:22])[C:3]1[CH:4]=[C:5]([C:13]2[C:14]3[C:15](=[CH:16][CH:17]=[CH:18][CH:19]=3)[NH:20][C:24](=[O:26])[CH:25]=2)[CH:6]=[C:7]([C:9]([F:12])([F:11])[F:10])[CH:8]=1. The yield is 0.320.